This data is from Reaction yield outcomes from USPTO patents with 853,638 reactions. The task is: Predict the reaction yield, written as a fraction of the theoretical maximum amount of product (1.0 means a 100% yield; for example, 0.34 means a 34% yield). (1) The reactants are N(C(C)C)C(C)C.[Li]CCCC.[Br:13][C:14]1[CH:19]=[CH:18][C:17]([F:20])=[C:16]([F:21])[C:15]=1[F:22].[C:23](=[O:25])=[O:24]. The catalyst is C1COCC1. The product is [Br:13][C:14]1[C:15]([F:22])=[C:16]([F:21])[C:17]([F:20])=[C:18]([CH:19]=1)[C:23]([OH:25])=[O:24]. The yield is 0.880. (2) The reactants are Cl[C:2]1[CH:7]=[CH:6][C:5]([CH:8]=[O:9])=[CH:4][N:3]=1.[CH3:10][CH:11]1[O:16][CH2:15][CH2:14][NH:13][CH2:12]1. The catalyst is CN(C=O)C. The product is [CH3:10][CH:11]1[O:16][CH2:15][CH2:14][N:13]([C:2]2[N:3]=[CH:4][C:5]([CH:8]=[O:9])=[CH:6][CH:7]=2)[CH2:12]1. The yield is 1.00. (3) The reactants are C(N1CCN(C2SC(C(O)=O)=C(C)N=2)C1=O)C1C=CC=CC=1.[F:23][C:24]1[CH:45]=[CH:44][C:27]([CH2:28][N:29]2[CH2:33][CH2:32][N:31]([C:34]3[S:35][C:36]([C:40](O)=[O:41])=[C:37]([CH3:39])[N:38]=3)[C:30]2=[O:43])=[CH:26][CH:25]=1.[F:46][C:47]1[CH:54]=[CH:53][C:50]([CH2:51][NH2:52])=[CH:49][CH:48]=1. No catalyst specified. The product is [F:46][C:47]1[CH:54]=[CH:53][C:50]([CH2:51][NH:52][C:40]([C:36]2[S:35][C:34]([N:31]3[CH2:32][CH2:33][N:29]([CH2:28][C:27]4[CH:26]=[CH:25][C:24]([F:23])=[CH:45][CH:44]=4)[C:30]3=[O:43])=[N:38][C:37]=2[CH3:39])=[O:41])=[CH:49][CH:48]=1. The yield is 0.380. (4) The reactants are [CH3:1][O:2][C:3]([C:5]1[C:13]2[C:8](=[N:9][CH:10]=[CH:11][CH:12]=2)[N:7]([S:14]([C:17]2[CH:22]=[CH:21][CH:20]=[CH:19][CH:18]=2)(=[O:16])=[O:15])[C:6]=1[CH3:23])=[O:4].C1C(=O)N([Br:31])C(=O)C1.CC(N=NC(C#N)(C)C)(C#N)C. The catalyst is ClCCCl. The product is [CH3:1][O:2][C:3]([C:5]1[C:13]2[C:8](=[N:9][CH:10]=[CH:11][CH:12]=2)[N:7]([S:14]([C:17]2[CH:22]=[CH:21][CH:20]=[CH:19][CH:18]=2)(=[O:15])=[O:16])[C:6]=1[CH2:23][Br:31])=[O:4]. The yield is 0.720. (5) The reactants are [Cl:1][C:2]1[N:7]=[C:6](Cl)[CH:5]=[CH:4][N:3]=1.C(N(C(C)C)CC)(C)C.[O:18]1[CH2:23][CH2:22][N:21]([CH2:24][CH2:25][CH2:26][NH2:27])[CH2:20][CH2:19]1. The catalyst is C(O)CCC.O. The product is [Cl:1][C:2]1[N:7]=[C:6]([NH:27][CH2:26][CH2:25][CH2:24][N:21]2[CH2:22][CH2:23][O:18][CH2:19][CH2:20]2)[CH:5]=[CH:4][N:3]=1. The yield is 0.530. (6) The reactants are [B-](F)(F)(F)F.CN(C(O[N:14]1[C:19](=O)[CH2:18][CH2:17][C:15]1=O)=[N+](C)C)C.[OH:21][CH:22]([C:24]1[CH:25]=[C:26]([C:41](O)=[O:42])[CH:27]=[C:28]2[C:33]=1[O:32][C:31]([N:34]1[CH2:39][CH2:38][O:37][CH2:36][CH2:35]1)=[CH:30][C:29]2=[O:40])[CH3:23].C(N(C(C)C)C(C)C)C.N1CCCC1. The yield is 0.800. The catalyst is C(Cl)Cl. The product is [OH:21][CH:22]([C:24]1[CH:25]=[C:26]([C:41]([N:14]2[CH2:15][CH2:17][CH2:18][CH2:19]2)=[O:42])[CH:27]=[C:28]2[C:33]=1[O:32][C:31]([N:34]1[CH2:39][CH2:38][O:37][CH2:36][CH2:35]1)=[CH:30][C:29]2=[O:40])[CH3:23].